From a dataset of Serine/threonine kinase 33 screen with 319,792 compounds. Binary Classification. Given a drug SMILES string, predict its activity (active/inactive) in a high-throughput screening assay against a specified biological target. The compound is O(c1ccc(cc1)C(=O)/C=C\Nc1ccc(OC)cc1)c1ncccn1. The result is 0 (inactive).